This data is from Forward reaction prediction with 1.9M reactions from USPTO patents (1976-2016). The task is: Predict the product of the given reaction. (1) Given the reactants O=[C:2]1[CH2:7][CH2:6][N:5]([C:8]([C@@H:10]2[CH2:15][CH2:14][CH2:13][CH2:12][N:11]2[C:16]([O:18][C:19]([CH3:22])([CH3:21])[CH3:20])=[O:17])=[O:9])[CH2:4][CH2:3]1.C(O[BH-](OC(=O)C)OC(=O)C)(=O)C.[Na+].[Cl:37][C:38]1[CH:43]=[CH:42][C:41]([CH2:44][C@@H:45]([NH2:66])[C:46]([N:48]2[CH2:53][CH2:52][C:51]([CH:60]3[CH2:65][CH2:64][CH2:63][CH2:62][CH2:61]3)([CH2:54][N:55]3[CH:59]=[N:58][CH:57]=[N:56]3)[CH2:50][CH2:49]2)=[O:47])=[CH:40][CH:39]=1, predict the reaction product. The product is: [Cl:37][C:38]1[CH:39]=[CH:40][C:41]([CH2:44][C@@H:45]([NH:66][CH:2]2[CH2:7][CH2:6][N:5]([C:8]([C@@H:10]3[CH2:15][CH2:14][CH2:13][CH2:12][N:11]3[C:16]([O:18][C:19]([CH3:22])([CH3:21])[CH3:20])=[O:17])=[O:9])[CH2:4][CH2:3]2)[C:46]([N:48]2[CH2:49][CH2:50][C:51]([CH:60]3[CH2:61][CH2:62][CH2:63][CH2:64][CH2:65]3)([CH2:54][N:55]3[CH:59]=[N:58][CH:57]=[N:56]3)[CH2:52][CH2:53]2)=[O:47])=[CH:42][CH:43]=1. (2) Given the reactants [Cl:1][C:2]1[CH:10]=[C:9]([C:11]([NH:13][CH:14]([C:16]2[NH:20][C:19]3[CH:21]=[CH:22][C:23]([Cl:25])=[CH:24][C:18]=3[N:17]=2)[CH3:15])=[O:12])[CH:8]=[CH:7][C:3]=1[C:4](O)=[O:5].[N:26]1([CH2:32][CH:33]2[CH2:38][CH2:37][CH2:36][CH2:35][NH:34]2)[CH2:31][CH2:30][CH2:29][CH2:28][CH2:27]1.C(N(C(C)C)CC)(C)C.ClCl, predict the reaction product. The product is: [Cl:1][C:2]1[CH:10]=[C:9]([CH:8]=[CH:7][C:3]=1[C:4]([N:34]1[CH2:35][CH2:36][CH2:37][CH2:38][CH:33]1[CH2:32][N:26]1[CH2:31][CH2:30][CH2:29][CH2:28][CH2:27]1)=[O:5])[C:11]([NH:13][CH:14]([C:16]1[NH:20][C:19]2[CH:21]=[CH:22][C:23]([Cl:25])=[CH:24][C:18]=2[N:17]=1)[CH3:15])=[O:12]. (3) Given the reactants [NH2:1][C:2]1[CH:26]=[C:25]([Cl:27])[C:24]([O:28][CH3:29])=[CH:23][C:3]=1[O:4][CH2:5][CH:6]([OH:22])[CH2:7][N:8]1[CH2:13][CH2:12][CH:11]([O:14][C:15]2[CH:20]=[CH:19][C:18]([Cl:21])=[CH:17][CH:16]=2)[CH2:10][CH2:9]1.C(N(CC)CC)C.[C:37](Cl)(=[O:39])[CH3:38], predict the reaction product. The product is: [Cl:27][C:25]1[C:24]([O:28][CH3:29])=[CH:23][C:3]([O:4][CH2:5][CH:6]([OH:22])[CH2:7][N:8]2[CH2:13][CH2:12][CH:11]([O:14][C:15]3[CH:16]=[CH:17][C:18]([Cl:21])=[CH:19][CH:20]=3)[CH2:10][CH2:9]2)=[C:2]([NH:1][C:37](=[O:39])[CH3:38])[CH:26]=1.